The task is: Predict the reactants needed to synthesize the given product.. This data is from Full USPTO retrosynthesis dataset with 1.9M reactions from patents (1976-2016). (1) The reactants are: [C:1]([C:5]1[CH:10]=[C:9]([Cl:11])[CH:8]=[CH:7][C:6]=1[N:12]1[CH2:17][CH2:16][N:15]([C:18](=[O:25])[CH2:19][C:20]([O:22]CC)=[O:21])[CH2:14][CH2:13]1)([CH3:4])([CH3:3])[CH3:2].[Li+].[OH-].Cl. Given the product [C:1]([C:5]1[CH:10]=[C:9]([Cl:11])[CH:8]=[CH:7][C:6]=1[N:12]1[CH2:13][CH2:14][N:15]([C:18](=[O:25])[CH2:19][C:20]([OH:22])=[O:21])[CH2:16][CH2:17]1)([CH3:4])([CH3:2])[CH3:3], predict the reactants needed to synthesize it. (2) Given the product [CH3:31][C:27]1[N:26]=[C:25]([C:17]2[C:16]([C:15]([OH:14])=[O:32])=[C:23]3[CH2:22][CH2:21][CH2:20][N:19]3[N:18]=2)[CH:30]=[CH:29][CH:28]=1, predict the reactants needed to synthesize it. The reactants are: [O-]CC.[Na+].C1(C)C=CC=CC=1.C([O:14][C:15](=[O:32])[CH2:16][C:17]([C:25]1[CH:30]=[CH:29][CH:28]=[C:27]([CH3:31])[N:26]=1)=[N:18][N:19]1[CH2:23][CH2:22][CH2:21][C:20]1=O)C.Cl. (3) Given the product [CH3:24][O:23][C:20]1[CH:21]=[CH:22][C:17]([CH2:16][N:15]([CH2:14][C:13]2[CH:12]=[CH:11][C:10]([O:9][CH3:8])=[CH:26][CH:25]=2)[C:33]2[C:42]([N+:43]([O-:45])=[O:44])=[C:41]([NH:46][CH2:47][CH2:48][CH2:49][NH:50][C:51](=[O:52])[O:53][C:54]([CH3:56])([CH3:55])[CH3:57])[C:40]3[C:35](=[CH:36][CH:37]=[CH:38][CH:39]=3)[N:34]=2)=[CH:18][CH:19]=1, predict the reactants needed to synthesize it. The reactants are: C(N(CC)CC)C.[CH3:8][O:9][C:10]1[CH:26]=[CH:25][C:13]([CH2:14][NH:15][CH2:16][C:17]2[CH:22]=[CH:21][C:20]([O:23][CH3:24])=[CH:19][CH:18]=2)=[CH:12][CH:11]=1.FC(F)(F)S(O[C:33]1[C:42]([N+:43]([O-:45])=[O:44])=[C:41]([NH:46][CH2:47][CH2:48][CH2:49][NH:50][C:51]([O:53][C:54]([CH3:57])([CH3:56])[CH3:55])=[O:52])[C:40]2[C:35](=[CH:36][CH:37]=[CH:38][CH:39]=2)[N:34]=1)(=O)=O. (4) Given the product [CH3:1][C:2]1[O:3][C:4]2[CH2:5][NH:6][CH2:7][C:8]([CH3:12])([CH3:11])[C:9]=2[N:10]=1, predict the reactants needed to synthesize it. The reactants are: [CH3:1][C:2]1[O:3][C:4]2[CH2:5][N:6](C(OCC3C=CC=CC=3)=O)[CH2:7][C:8]([CH3:12])([CH3:11])[C:9]=2[N:10]=1.[H][H]. (5) Given the product [N+:7]([O-:10])([O-:9])=[O:8].[Co+2:11].[N+:12]([O-:15])([O-:14])=[O:13], predict the reactants needed to synthesize it. The reactants are: O.O.O.O.O.O.[N+:7]([O-:10])([O-:9])=[O:8].[Co+2:11].[N+:12]([O-:15])([O-:14])=[O:13]. (6) The reactants are: [C:1]([CH2:4][CH2:5][N:6]([CH2:50][CH3:51])[CH2:7][CH2:8][NH:9][C:10]([C@:12]12[CH2:46][CH2:45][C@@H:44]([C:47]([CH3:49])=[CH2:48])[C@@H:13]1[C@@H:14]1[C@@:27]([CH3:30])([CH2:28][CH2:29]2)[C@@:26]2([CH3:31])[C@@H:17]([C@:18]3([CH3:43])[C@@H:23]([CH2:24][CH2:25]2)[C:22]([CH3:33])([CH3:32])[C:21]([C:34]2[CH:42]=[CH:41][C:37]([C:38]([OH:40])=[O:39])=[CH:36][CH:35]=2)=[CH:20][CH2:19]3)[CH2:16][CH2:15]1)=[O:11])([OH:3])=[O:2].I[CH:53](C)C. Given the product [C:1]([CH2:4][CH2:5][N:6]([CH:50]([CH3:53])[CH3:51])[CH2:7][CH2:8][NH:9][C:10]([C@:12]12[CH2:46][CH2:45][C@@H:44]([C:47]([CH3:49])=[CH2:48])[C@@H:13]1[C@@H:14]1[C@@:27]([CH3:30])([CH2:28][CH2:29]2)[C@@:26]2([CH3:31])[C@@H:17]([C@:18]3([CH3:43])[C@@H:23]([CH2:24][CH2:25]2)[C:22]([CH3:33])([CH3:32])[C:21]([C:34]2[CH:42]=[CH:41][C:37]([C:38]([OH:40])=[O:39])=[CH:36][CH:35]=2)=[CH:20][CH2:19]3)[CH2:16][CH2:15]1)=[O:11])([OH:3])=[O:2], predict the reactants needed to synthesize it. (7) Given the product [CH2:14]([N:13]1[C:12]2[CH:11]=[CH:10][C:4]([C:5]([O:7][CH2:8][CH3:9])=[O:6])=[CH:3][C:2]=2[N:1]=[N:16]1)[CH3:15], predict the reactants needed to synthesize it. The reactants are: [NH2:1][C:2]1[CH:3]=[C:4]([CH:10]=[CH:11][C:12]=1[NH:13][CH2:14][CH3:15])[C:5]([O:7][CH2:8][CH3:9])=[O:6].[N:16]([O-])=O.[Na+].O.N.C(OCC)(=O)C.